From a dataset of Full USPTO retrosynthesis dataset with 1.9M reactions from patents (1976-2016). Predict the reactants needed to synthesize the given product. (1) Given the product [C:31]([OH:38])(=[O:37])/[CH:32]=[CH:33]/[C:34]([OH:36])=[O:35].[CH:1]1([N:14]2[CH2:30][CH2:29][C:17]3([N:21]([C:22]4[CH:23]=[CH:24][CH:25]=[CH:26][CH:27]=4)[CH2:20][CH2:19][C:18]3=[O:28])[CH2:16][CH2:15]2)[C:12]2=[C:13]3[C:8](=[CH:9][CH:10]=[CH:11]2)[CH2:7][CH2:6][CH2:5][CH:4]3[CH2:3][CH2:2]1, predict the reactants needed to synthesize it. The reactants are: [CH:1]1([N:14]2[CH2:30][CH2:29][C:17]3([N:21]([C:22]4[CH:27]=[CH:26][CH:25]=[CH:24][CH:23]=4)[CH2:20][CH2:19][CH:18]3[OH:28])[CH2:16][CH2:15]2)[C:12]2=[C:13]3[C:8](=[CH:9][CH:10]=[CH:11]2)[CH2:7][CH2:6][CH2:5][CH:4]3[CH2:3][CH2:2]1.[C:31]([O-:38])(=[O:37])/[CH:32]=[CH:33]/[C:34]([O-:36])=[O:35].C(O)(=O)/C=C/C(O)=O. (2) Given the product [C:9]([C:13]1[CH:18]=[CH:17][C:16]([C:2]2[N:7]=[CH:6][C:5]([OH:8])=[CH:4][CH:3]=2)=[CH:15][CH:14]=1)([CH3:12])([CH3:11])[CH3:10], predict the reactants needed to synthesize it. The reactants are: Cl[C:2]1[N:7]=[CH:6][C:5]([OH:8])=[CH:4][CH:3]=1.[C:9]([C:13]1[CH:18]=[CH:17][C:16](B(O)O)=[CH:15][CH:14]=1)([CH3:12])([CH3:11])[CH3:10].[F-].[K+].O. (3) Given the product [CH2:25]([O:24][C:22](=[O:23])[CH2:1][O:34][C:35]1[CH:45]=[N:44][CH:43]=[CH:42][C:36]=1[C:37]([O:39][CH2:40][CH3:41])=[O:38])[CH3:27], predict the reactants needed to synthesize it. The reactants are: [C:1]1(P(C2C=CC=CC=2)C2C=CC=CC=2)C=CC=CC=1.N([C:22]([O:24][CH:25](C)[CH3:27])=[O:23])=N[C:22]([O:24][CH:25]([CH3:27])C)=[O:23].[OH:34][C:35]1[CH:45]=[N:44][CH:43]=[CH:42][C:36]=1[C:37]([O:39][CH2:40][CH3:41])=[O:38]. (4) Given the product [OH:62][C:55]1[C:54]([CH2:53][NH:52][C:15](=[O:17])[C:14]2[CH:13]=[CH:12][C:11]([CH:3]([O:4][C:5]3[CH:6]=[CH:7][CH:8]=[CH:9][CH:10]=3)[CH:2]([CH3:1])[CH3:20])=[CH:19][CH:18]=2)=[C:59]([CH3:60])[CH:58]=[C:57]([CH3:61])[N:56]=1, predict the reactants needed to synthesize it. The reactants are: [CH3:1][CH:2]([CH3:20])[CH:3]([C:11]1[CH:19]=[CH:18][C:14]([C:15]([OH:17])=O)=[CH:13][CH:12]=1)[O:4][C:5]1[CH:10]=[CH:9][CH:8]=[CH:7][CH:6]=1.CN(C(ON1N=NC2C=CC=NC1=2)=[N+](C)C)C.F[P-](F)(F)(F)(F)F.C(N(CC)CC)C.[NH2:52][CH2:53][C:54]1[C:55]([OH:62])=[N:56][C:57]([CH3:61])=[CH:58][C:59]=1[CH3:60].